The task is: Predict the reaction yield, written as a fraction of the theoretical maximum amount of product (1.0 means a 100% yield; for example, 0.34 means a 34% yield).. This data is from Reaction yield outcomes from USPTO patents with 853,638 reactions. (1) The reactants are CO[C:3](=[O:19])[C:4]1[C:9]([NH:10][C:11]([CH:13]2[CH2:15][CH2:14]2)=[O:12])=[CH:8][CH:7]=[C:6]([F:16])[C:5]=1[CH2:17]Br.CCN(CC)CC.[CH2:27]([O:29][C:30]1[CH:31]=[C:32]([C@H:38]([NH2:44])[CH2:39][S:40]([CH3:43])(=[O:42])=[O:41])[CH:33]=[CH:34][C:35]=1[O:36][CH3:37])[CH3:28]. The catalyst is CN(C=O)C. The product is [CH2:27]([O:29][C:30]1[CH:31]=[C:32]([C@H:38]([N:44]2[C:3](=[O:19])[C:4]3[C:5](=[C:6]([F:16])[CH:7]=[CH:8][C:9]=3[NH:10][C:11]([CH:13]3[CH2:14][CH2:15]3)=[O:12])[CH2:17]2)[CH2:39][S:40]([CH3:43])(=[O:42])=[O:41])[CH:33]=[CH:34][C:35]=1[O:36][CH3:37])[CH3:28]. The yield is 0.550. (2) The reactants are Br[C:2]1[CH:11]=[CH:10][C:5]2[N:6]=[C:7]([CH3:9])[S:8][C:4]=2[CH:3]=1.[CH3:12][O:13][C:14]1[CH:15]=[N:16][CH:17]=[C:18](B2OC(C)(C)C(C)(C)O2)[CH:19]=1.O1CCOCC1.[F-].[Cs+]. The catalyst is O.C(P(C(C)(C)C)C1C=CC(N(C)C)=CC=1)(C)(C)C.Cl[Pd]Cl. The product is [CH3:12][O:13][C:14]1[CH:19]=[C:18]([C:2]2[CH:11]=[CH:10][C:5]3[N:6]=[C:7]([CH3:9])[S:8][C:4]=3[CH:3]=2)[CH:17]=[N:16][CH:15]=1. The yield is 0.900. (3) The reactants are Cl[C:2]1[N:7]=[C:6]([C:8]2[CH:9]=[N:10][N:11]([CH2:13][O:14][CH2:15][CH2:16][Si:17]([CH3:20])([CH3:19])[CH3:18])[CH:12]=2)[N:5]2[CH:21]=[CH:22][N:23]=[C:4]2[CH:3]=1.[CH3:24][C:25]1[S:26][C:27]([Sn](C)(C)C)=[CH:28][N:29]=1.C1(P(C2CCCCC2)C2C=CC=CC=2C2C(C(C)C)=CC(C(C)C)=CC=2C(C)C)CCCCC1. The catalyst is C1C=CC(/C=C/C(/C=C/C2C=CC=CC=2)=O)=CC=1.C1C=CC(/C=C/C(/C=C/C2C=CC=CC=2)=O)=CC=1.C1C=CC(/C=C/C(/C=C/C2C=CC=CC=2)=O)=CC=1.[Pd].[Pd]. The product is [CH3:24][C:25]1[S:26][C:27]([C:2]2[N:7]=[C:6]([C:8]3[CH:9]=[N:10][N:11]([CH2:13][O:14][CH2:15][CH2:16][Si:17]([CH3:20])([CH3:19])[CH3:18])[CH:12]=3)[N:5]3[CH:21]=[CH:22][N:23]=[C:4]3[CH:3]=2)=[CH:28][N:29]=1. The yield is 0.831. (4) The reactants are Cl[C:2]1[C:11]2[C:6](=[CH:7][CH:8]=[C:9]([CH:12]=[O:13])[CH:10]=2)[N:5]=[CH:4][CH:3]=1.[N:14]1[CH:19]=[CH:18][C:17](B(O)O)=[CH:16][CH:15]=1.C([O-])([O-])=O.[K+].[K+]. The catalyst is CN(C=O)C. The product is [N:14]1[CH:19]=[CH:18][C:17]([C:2]2[C:11]3[C:6](=[CH:7][CH:8]=[C:9]([CH:12]=[O:13])[CH:10]=3)[N:5]=[CH:4][CH:3]=2)=[CH:16][CH:15]=1. The yield is 0.510. (5) The reactants are [C:1]([O:5][C:6]([NH:8][C@@H:9]([C@H:13]1[CH2:18][CH2:17][C@@H:16]([OH:19])[CH2:15][CH2:14]1)[C:10]([OH:12])=[O:11])=[O:7])([CH3:4])([CH3:3])[CH3:2].[C:20](=O)([O-])[O-].[K+].[K+].IC.O. The catalyst is CN(C=O)C. The product is [CH3:20][O:11][C:10](=[O:12])[C@@H:9]([NH:8][C:6]([O:5][C:1]([CH3:4])([CH3:2])[CH3:3])=[O:7])[C@H:13]1[CH2:18][CH2:17][C@@H:16]([OH:19])[CH2:15][CH2:14]1. The yield is 0.550.